From a dataset of Full USPTO retrosynthesis dataset with 1.9M reactions from patents (1976-2016). Predict the reactants needed to synthesize the given product. (1) Given the product [F:18][C:16]1[CH:17]=[C:12]([C:10](=[O:11])[C:9](=[C:7]2[NH:6][C:5]3[CH:28]=[CH:29][C:2]([NH:1][CH3:31])=[CH:3][C:4]=3[NH:8]2)[C:20]([C:22]2[CH:23]=[CH:24][CH:25]=[CH:26][CH:27]=2)=[O:21])[CH:13]=[C:14]([F:19])[CH:15]=1, predict the reactants needed to synthesize it. The reactants are: [NH2:1][C:2]1[CH:29]=[CH:28][C:5]2[NH:6][C:7](=[C:9]([C:20]([C:22]3[CH:27]=[CH:26][CH:25]=[CH:24][CH:23]=3)=[O:21])[C:10]([C:12]3[CH:17]=[C:16]([F:18])[CH:15]=[C:14]([F:19])[CH:13]=3)=[O:11])[NH:8][C:4]=2[CH:3]=1.O[CH2:31]C1C2N=NNC=2C=CC=1. (2) Given the product [CH3:1][O:2][C:3]1[N:8]=[CH:7][C:6]([CH2:9][S:10]([CH2:11][C:12]([OH:14])=[O:13])=[O:18])=[CH:5][C:4]=1[N+:15]([O-:17])=[O:16], predict the reactants needed to synthesize it. The reactants are: [CH3:1][O:2][C:3]1[N:8]=[CH:7][C:6]([CH2:9][S:10][CH2:11][C:12]([OH:14])=[O:13])=[CH:5][C:4]=1[N+:15]([O-:17])=[O:16].[OH:18]O. (3) Given the product [CH3:17][C:18]1[N:19]=[CH:20][N:21]([CH2:23][CH2:24][CH2:25][N:26]2[C:13](=[O:15])[C:5]3[C:6]4[CH2:12][CH2:11][CH2:10][CH2:9][C:7]=4[S:8][C:4]=3[NH:1][C:2]2=[S:3])[CH:22]=1, predict the reactants needed to synthesize it. The reactants are: [N:1]([C:4]1[S:8][C:7]2[CH2:9][CH2:10][CH2:11][CH2:12][C:6]=2[C:5]=1[C:13]([O:15]C)=O)=[C:2]=[S:3].[CH3:17][C:18]1[N:19]=[CH:20][N:21]([CH2:23][CH2:24][CH2:25][NH2:26])[CH:22]=1. (4) Given the product [CH3:10][C:8]1[CH:9]=[C:4]([NH2:1])[CH:5]=[C:6]([CH3:11])[CH:7]=1, predict the reactants needed to synthesize it. The reactants are: [N+:1]([C:4]1[CH:5]=[C:6]([CH3:11])[CH:7]=[C:8]([CH3:10])[CH:9]=1)([O-])=O. (5) Given the product [Si:16]([O:23][C@@H:24]([CH2:50][C@H:51]([O:79][Si:1]([C:4]([CH3:7])([CH3:6])[CH3:5])([CH3:3])[CH3:2])/[CH:52]=[CH:53]\[C@H:54]([CH3:78])[C@H:55]([O:70][Si:71]([C:74]([CH3:75])([CH3:76])[CH3:77])([CH3:73])[CH3:72])[C@@H:56]([CH3:69])[CH2:57][C@@H:58]([CH3:68])[CH2:59][O:60][Si:61]([C:64]([CH3:65])([CH3:66])[CH3:67])([CH3:63])[CH3:62])[C@H:25]([CH3:49])/[CH:26]=[CH:27]/[CH2:28][O:29][C:30]([C:43]1[CH:48]=[CH:47][CH:46]=[CH:45][CH:44]=1)([C:37]1[CH:38]=[CH:39][CH:40]=[CH:41][CH:42]=1)[C:31]1[CH:32]=[CH:33][CH:34]=[CH:35][CH:36]=1)([C:19]([CH3:20])([CH3:21])[CH3:22])([CH3:18])[CH3:17], predict the reactants needed to synthesize it. The reactants are: [Si:1](OS(C(F)(F)F)(=O)=O)([C:4]([CH3:7])([CH3:6])[CH3:5])([CH3:3])[CH3:2].[Si:16]([O:23][C@@H:24]([CH2:50][C@H:51]([OH:79])/[CH:52]=[CH:53]\[C@H:54]([CH3:78])[C@H:55]([O:70][Si:71]([C:74]([CH3:77])([CH3:76])[CH3:75])([CH3:73])[CH3:72])[C@@H:56]([CH3:69])[CH2:57][C@@H:58]([CH3:68])[CH2:59][O:60][Si:61]([C:64]([CH3:67])([CH3:66])[CH3:65])([CH3:63])[CH3:62])[C@H:25]([CH3:49])/[CH:26]=[CH:27]/[CH2:28][O:29][C:30]([C:43]1[CH:48]=[CH:47][CH:46]=[CH:45][CH:44]=1)([C:37]1[CH:42]=[CH:41][CH:40]=[CH:39][CH:38]=1)[C:31]1[CH:36]=[CH:35][CH:34]=[CH:33][CH:32]=1)([C:19]([CH3:22])([CH3:21])[CH3:20])([CH3:18])[CH3:17].N1C(C)=CC=CC=1C. (6) Given the product [Cl:1][C:2]1[C:10]2[N:9]=[N:8][N:7]([CH2:11][CH:12]3[CH2:14][CH2:13]3)[C:6]=2[CH:5]=[CH:4][C:3]=1[C:15]1[CH:16]=[CH:17][C:18]([CH2:19][N:20]2[CH2:21][CH2:22][NH:23][CH2:24][CH2:25]2)=[CH:33][CH:34]=1, predict the reactants needed to synthesize it. The reactants are: [Cl:1][C:2]1[C:10]2[N:9]=[N:8][N:7]([CH2:11][CH:12]3[CH2:14][CH2:13]3)[C:6]=2[CH:5]=[CH:4][C:3]=1[C:15]1[CH:34]=[CH:33][C:18]([CH2:19][N:20]2[CH2:25][CH2:24][N:23](C(OC(C)(C)C)=O)[CH2:22][CH2:21]2)=[CH:17][CH:16]=1.Cl.C(=O)(O)[O-].[Na+]. (7) Given the product [N:14]1([C:19]2[N:24]=[C:23]([NH:25][C:2]3[CH:7]=[C:6]([Cl:8])[N:5]=[N:4][C:3]=3[C:9]([O:11][CH2:12][CH3:13])=[O:10])[CH:22]=[CH:21][CH:20]=2)[CH:18]=[CH:17][CH:16]=[N:15]1, predict the reactants needed to synthesize it. The reactants are: Cl[C:2]1[CH:7]=[C:6]([Cl:8])[N:5]=[N:4][C:3]=1[C:9]([O:11][CH2:12][CH3:13])=[O:10].[N:14]1([C:19]2[N:24]=[C:23]([NH2:25])[CH:22]=[CH:21][CH:20]=2)[CH:18]=[CH:17][CH:16]=[N:15]1.